Task: Predict the product of the given reaction.. Dataset: Forward reaction prediction with 1.9M reactions from USPTO patents (1976-2016) (1) The product is: [OH:16][C:17]1[CH:25]=[CH:24][C:20]([C:21]2[O:12][C:5]3[C:4]([C:1](=[O:3])[CH:2]=2)=[CH:9][C:8]([C:10]#[N:11])=[CH:7][CH:6]=3)=[CH:19][CH:18]=1. Given the reactants [C:1]([C:4]1[CH:9]=[C:8]([C:10]#[N:11])[CH:7]=[CH:6][C:5]=1[OH:12])(=[O:3])[CH3:2].C([O:16][C:17]1[CH:25]=[CH:24][C:20]([C:21](O)=O)=[CH:19][CH:18]=1)(=O)C.P(Cl)(Cl)(Cl)=O.CC(C)([O-])C.[K+], predict the reaction product. (2) Given the reactants [OH:1][C:2]1[CH:9]=[CH:8][C:5]([CH:6]=[O:7])=[C:4]([O:10][CH3:11])[CH:3]=1.[CH2:12](Br)[C:13]1[CH:18]=[CH:17][CH:16]=[CH:15][CH:14]=1.C(=O)([O-])[O-].[K+].[K+], predict the reaction product. The product is: [CH2:12]([O:1][C:2]1[CH:9]=[CH:8][C:5]([CH:6]=[O:7])=[C:4]([O:10][CH3:11])[CH:3]=1)[C:13]1[CH:18]=[CH:17][CH:16]=[CH:15][CH:14]=1. (3) Given the reactants [SH:1][C:2]1[S:3][C:4]2[CH2:14][CH2:13][C:12]3[C:7](=[CH:8][C:9]([O:15][CH2:16][C:17]([O:19]CC)=[O:18])=[CH:10][CH:11]=3)[C:5]=2[N:6]=1.[C:22]1([CH:28]([C:31]2[CH:36]=[CH:35][CH:34]=[CH:33][CH:32]=2)[CH2:29]I)[CH:27]=[CH:26][CH:25]=[CH:24][CH:23]=1, predict the reaction product. The product is: [C:22]1([CH:28]([C:31]2[CH:32]=[CH:33][CH:34]=[CH:35][CH:36]=2)[CH2:29][S:1][C:2]2[S:3][C:4]3[CH2:14][CH2:13][C:12]4[C:7](=[CH:8][C:9]([O:15][CH2:16][C:17]([OH:19])=[O:18])=[CH:10][CH:11]=4)[C:5]=3[N:6]=2)[CH:27]=[CH:26][CH:25]=[CH:24][CH:23]=1. (4) Given the reactants C[O:2][C:3]1[CH:8]=[CH:7][C:6]([NH:9][S:10]([C:13]2[S:17][C:16]3[CH:18]=[CH:19][C:20]([Cl:22])=[CH:21][C:15]=3[C:14]=2[CH3:23])(=[O:12])=[O:11])=[CH:5][C:4]=1[N:24]1[CH2:29][CH2:28][N:27]([CH3:30])[CH2:26][CH2:25]1, predict the reaction product. The product is: [OH:2][C:3]1[CH:8]=[CH:7][C:6]([NH:9][S:10]([C:13]2[S:17][C:16]3[CH:18]=[CH:19][C:20]([Cl:22])=[CH:21][C:15]=3[C:14]=2[CH3:23])(=[O:12])=[O:11])=[CH:5][C:4]=1[N:24]1[CH2:29][CH2:28][N:27]([CH3:30])[CH2:26][CH2:25]1. (5) Given the reactants C[Si](C)(C)[O-].[K+].[CH3:7][C:8]([C@H:14]1[CH2:19][CH2:18][C@H:17]([C:20]2[CH:25]=[CH:24][C:23]([NH:26][C:27]([C:29]3[O:30][C:31]([NH:34][C:35]4[CH:40]=[C:39]([F:41])[C:38]([F:42])=[CH:37][C:36]=4[F:43])=[N:32][N:33]=3)=[O:28])=[CH:22][CH:21]=2)[CH2:16][CH2:15]1)([CH3:13])[C:9]([O:11]C)=[O:10].C(O)(=O)CC(CC(O)=O)(C(O)=O)O, predict the reaction product. The product is: [CH3:13][C:8]([C@H:14]1[CH2:19][CH2:18][C@H:17]([C:20]2[CH:21]=[CH:22][C:23]([NH:26][C:27]([C:29]3[O:30][C:31]([NH:34][C:35]4[CH:40]=[C:39]([F:41])[C:38]([F:42])=[CH:37][C:36]=4[F:43])=[N:32][N:33]=3)=[O:28])=[CH:24][CH:25]=2)[CH2:16][CH2:15]1)([CH3:7])[C:9]([OH:11])=[O:10].